Task: Regression. Given two drug SMILES strings and cell line genomic features, predict the synergy score measuring deviation from expected non-interaction effect.. Dataset: NCI-60 drug combinations with 297,098 pairs across 59 cell lines (1) Drug 1: CC12CCC3C(C1CCC2=O)CC(=C)C4=CC(=O)C=CC34C. Drug 2: C1CCC(CC1)NC(=O)N(CCCl)N=O. Cell line: HOP-62. Synergy scores: CSS=18.6, Synergy_ZIP=-1.15, Synergy_Bliss=-2.74, Synergy_Loewe=-24.4, Synergy_HSA=-3.69. (2) Drug 2: CCC1(CC2CC(C3=C(CCN(C2)C1)C4=CC=CC=C4N3)(C5=C(C=C6C(=C5)C78CCN9C7C(C=CC9)(C(C(C8N6C)(C(=O)OC)O)OC(=O)C)CC)OC)C(=O)OC)O.OS(=O)(=O)O. Synergy scores: CSS=22.2, Synergy_ZIP=-1.06, Synergy_Bliss=2.47, Synergy_Loewe=5.29, Synergy_HSA=5.33. Cell line: CAKI-1. Drug 1: CC1=C(C(CCC1)(C)C)C=CC(=CC=CC(=CC(=O)O)C)C. (3) Drug 1: CCC1=CC2CC(C3=C(CN(C2)C1)C4=CC=CC=C4N3)(C5=C(C=C6C(=C5)C78CCN9C7C(C=CC9)(C(C(C8N6C)(C(=O)OC)O)OC(=O)C)CC)OC)C(=O)OC.C(C(C(=O)O)O)(C(=O)O)O. Drug 2: COC1=CC(=CC(=C1O)OC)C2C3C(COC3=O)C(C4=CC5=C(C=C24)OCO5)OC6C(C(C7C(O6)COC(O7)C8=CC=CS8)O)O. Synergy scores: CSS=29.3, Synergy_ZIP=-8.18, Synergy_Bliss=-7.64, Synergy_Loewe=-3.75, Synergy_HSA=-1.84. Cell line: A498. (4) Drug 1: CC1OCC2C(O1)C(C(C(O2)OC3C4COC(=O)C4C(C5=CC6=C(C=C35)OCO6)C7=CC(=C(C(=C7)OC)O)OC)O)O. Drug 2: C1CN(CCN1C(=O)CCBr)C(=O)CCBr. Cell line: SK-MEL-2. Synergy scores: CSS=18.7, Synergy_ZIP=1.81, Synergy_Bliss=4.81, Synergy_Loewe=-13.7, Synergy_HSA=1.22. (5) Drug 1: C1CC(C1)(C(=O)O)C(=O)O.[NH2-].[NH2-].[Pt+2]. Synergy scores: CSS=39.3, Synergy_ZIP=-2.32, Synergy_Bliss=-2.04, Synergy_Loewe=0.409, Synergy_HSA=0.903. Cell line: HCT116. Drug 2: CC1C(C(CC(O1)OC2CC(CC3=C2C(=C4C(=C3O)C(=O)C5=CC=CC=C5C4=O)O)(C(=O)C)O)N)O. (6) Drug 1: CCC(=C(C1=CC=CC=C1)C2=CC=C(C=C2)OCCN(C)C)C3=CC=CC=C3.C(C(=O)O)C(CC(=O)O)(C(=O)O)O. Drug 2: CCC1=C2CN3C(=CC4=C(C3=O)COC(=O)C4(CC)O)C2=NC5=C1C=C(C=C5)O. Cell line: OVCAR3. Synergy scores: CSS=3.35, Synergy_ZIP=2.11, Synergy_Bliss=2.05, Synergy_Loewe=-9.28, Synergy_HSA=1.11. (7) Drug 1: CC1=C2C(C(=O)C3(C(CC4C(C3C(C(C2(C)C)(CC1OC(=O)C(C(C5=CC=CC=C5)NC(=O)OC(C)(C)C)O)O)OC(=O)C6=CC=CC=C6)(CO4)OC(=O)C)OC)C)OC. Drug 2: CC1C(C(CC(O1)OC2CC(CC3=C2C(=C4C(=C3O)C(=O)C5=C(C4=O)C(=CC=C5)OC)O)(C(=O)CO)O)N)O.Cl. Cell line: SF-295. Synergy scores: CSS=42.8, Synergy_ZIP=-6.08, Synergy_Bliss=-8.52, Synergy_Loewe=-4.46, Synergy_HSA=-2.84. (8) Drug 1: COC1=C(C=C2C(=C1)N=CN=C2NC3=CC(=C(C=C3)F)Cl)OCCCN4CCOCC4. Drug 2: CC1=C(N=C(N=C1N)C(CC(=O)N)NCC(C(=O)N)N)C(=O)NC(C(C2=CN=CN2)OC3C(C(C(C(O3)CO)O)O)OC4C(C(C(C(O4)CO)O)OC(=O)N)O)C(=O)NC(C)C(C(C)C(=O)NC(C(C)O)C(=O)NCCC5=NC(=CS5)C6=NC(=CS6)C(=O)NCCC[S+](C)C)O. Cell line: BT-549. Synergy scores: CSS=24.1, Synergy_ZIP=-7.56, Synergy_Bliss=0.228, Synergy_Loewe=1.41, Synergy_HSA=1.62. (9) Drug 2: CC(C)(C#N)C1=CC(=CC(=C1)CN2C=NC=N2)C(C)(C)C#N. Drug 1: CCCCC(=O)OCC(=O)C1(CC(C2=C(C1)C(=C3C(=C2O)C(=O)C4=C(C3=O)C=CC=C4OC)O)OC5CC(C(C(O5)C)O)NC(=O)C(F)(F)F)O. Cell line: SNB-75. Synergy scores: CSS=60.4, Synergy_ZIP=-3.99, Synergy_Bliss=-4.09, Synergy_Loewe=-3.24, Synergy_HSA=-3.45.